From a dataset of Experimentally validated miRNA-target interactions with 360,000+ pairs, plus equal number of negative samples. Binary Classification. Given a miRNA mature sequence and a target amino acid sequence, predict their likelihood of interaction. (1) The miRNA is cel-miR-392-3p with sequence UAUCAUCGAUCACGUGUGAUGA. The protein sequence of the target gene is MFSVLSYGRLVARAVLGGLSQTDPRAGGGGGGGGGSSGDYGLVTAGCGFGKDFRKGLLKKGACYGDDACFVARHRSADVLGVADGVGGWRDYGVDPSQFSGTLMRTCERLVKEGRFVPSNPVGILTTSYCELLQNKVPLLGSSTACIVVLDRSSHRLHTANLGDSGFLVVRGGEVVHRSDEQQHYFNTPFQLSIAPPEAEGVVLSDSPDAADSTSFDVQLGDIILTATDGLFDNMPDYMILQELKKLKNSNYESIQRTARSIAEQAHELAYDPNYMSPFAQFACDNGLNVRGGKPDDITV.... Result: 0 (no interaction). (2) Result: 0 (no interaction). The protein sequence of the target gene is MLQACKMEGFSLTAPPSDDLVTYDSELYQRPMHDYYSFVGSDGESHSDHYWDFSAHHVHNNEFENFPENHFTELQSVQPPQLQQLYRHMELEQMHVLDTPMVPPHTGLSHQVSYMPRMCFPYQTLSPAHQQSSDEEEGERQSPPLEVSDGEADGLEPGPGLLHGETGSKKKIRLYQFLLDLLRSGDMKDSIWWVDKDKGTFQFSSKHKEALAHRWGIQKGNRKKMTYQKMARALRNYGKTGEVKKVKKKLTYQFSGEVLGRGGLAERRLPPH. The miRNA is mmu-miR-466f-5p with sequence UACGUGUGUGUGCAUGUGCAUG.